From a dataset of Peptide-MHC class II binding affinity with 134,281 pairs from IEDB. Regression. Given a peptide amino acid sequence and an MHC pseudo amino acid sequence, predict their binding affinity value. This is MHC class II binding data. (1) The peptide sequence is EIVQFLEETFAAYDQ. The MHC is HLA-DPA10201-DPB10101 with pseudo-sequence HLA-DPA10201-DPB10101. The binding affinity (normalized) is 0.484. (2) The peptide sequence is SSNPTILSEGNSFTA. The MHC is HLA-DQA10401-DQB10402 with pseudo-sequence HLA-DQA10401-DQB10402. The binding affinity (normalized) is 0.214. (3) The peptide sequence is VKEIPPRLLYAKSSP. The MHC is DRB1_1302 with pseudo-sequence DRB1_1302. The binding affinity (normalized) is 0.227. (4) The peptide sequence is AFKVAATAANAHPAN. The MHC is DRB1_0701 with pseudo-sequence DRB1_0701. The binding affinity (normalized) is 0.701. (5) The peptide sequence is AALMMAVSLMVGVSI. The MHC is HLA-DQA10102-DQB10602 with pseudo-sequence HLA-DQA10102-DQB10602. The binding affinity (normalized) is 0.235. (6) The peptide sequence is EPTAAPAEPEAPAPE. The MHC is DRB1_0901 with pseudo-sequence DRB1_0901. The binding affinity (normalized) is 0.115. (7) The peptide sequence is YDKFLANVPTVLTGK. The MHC is DRB1_0802 with pseudo-sequence DRB1_0802. The binding affinity (normalized) is 0.686.